Task: Predict the product of the given reaction.. Dataset: Forward reaction prediction with 1.9M reactions from USPTO patents (1976-2016) (1) The product is: [CH3:17][N:5]1[C:6]([C:7]2[CH:8]=[C:9]([C:13]([O:15][CH3:16])=[O:14])[S:10][C:11]=2[CH3:12])=[C:2]([CH3:18])[CH:3]=[N:4]1. Given the reactants Br[C:2]1[CH:3]=[N:4][N:5]([CH3:17])[C:6]=1[C:7]1[CH:8]=[C:9]([C:13]([O:15][CH3:16])=[O:14])[S:10][C:11]=1[CH3:12].[CH3:18]B1OB(C)OB(C)O1.C([O-])([O-])=O.[K+].[K+], predict the reaction product. (2) Given the reactants [CH3:1][C:2](=[CH2:13])[CH:3]([C:7]1[CH:12]=[CH:11][CH:10]=[CH:9][CH:8]=1)[CH2:4][CH:5]=O.Cl.[NH2:15]O, predict the reaction product. The product is: [CH3:1][C:2](=[CH2:13])[CH:3]([C:7]1[CH:12]=[CH:11][CH:10]=[CH:9][CH:8]=1)[CH2:4][C:5]#[N:15].